This data is from Catalyst prediction with 721,799 reactions and 888 catalyst types from USPTO. The task is: Predict which catalyst facilitates the given reaction. (1) Reactant: [H-].[Na+].[OH:3]/[N:4]=[C:5](/[C:14]1[CH:19]=[CH:18][CH:17]=[CH:16][CH:15]=1)\[CH2:6][CH2:7][CH2:8][C:9]([O:11]CC)=[O:10].Cl[CH2:21][C:22]1[CH:41]=[CH:40][C:25]([O:26][CH2:27][C:28]2[N:29]=[C:30]([C:34]3[CH:39]=[CH:38][CH:37]=[CH:36][CH:35]=3)[O:31][C:32]=2[CH3:33])=[CH:24][CH:23]=1.Cl.C(=O)(O)[O-].[Na+]. Product: [CH3:33][C:32]1[O:31][C:30]([C:34]2[CH:35]=[CH:36][CH:37]=[CH:38][CH:39]=2)=[N:29][C:28]=1[CH2:27][O:26][C:25]1[CH:24]=[CH:23][C:22]([CH2:21][O:3]/[N:4]=[C:5](/[C:14]2[CH:15]=[CH:16][CH:17]=[CH:18][CH:19]=2)\[CH2:6][CH2:7][CH2:8][C:9]([OH:11])=[O:10])=[CH:41][CH:40]=1. The catalyst class is: 9. (2) Product: [Br:1][C:2]1[C:7]([OH:8])=[CH:6][C:5]([OH:12])=[C:4]([C:16]2[CH:21]=[CH:20][CH:19]=[CH:18][CH:17]=2)[C:3]=1[CH2:22][CH2:23][CH2:24][O:25][CH3:26]. The catalyst class is: 8. Reactant: [Br:1][C:2]1(Br)[C:7]([O:8]COC)=[CH:6][C:5]([O:12]COC)=[C:4]([C:16]2[CH:21]=[CH:20][CH:19]=[CH:18][CH:17]=2)[CH:3]1[CH2:22][CH2:23][CH2:24][O:25][CH3:26].Cl. (3) Reactant: [Cl:1][C:2]1[C:3]([NH:25][C:26](=[O:35])[CH2:27][S:28][C:29]2[CH:34]=[CH:33][CH:32]=[CH:31][CH:30]=2)=[C:4]2[C:9](=[CH:10][CH:11]=1)[N:8]=[C:7]([N:12]1[CH2:16][CH2:15][C@@H:14]([O:17][Si](C(C)(C)C)(C)C)[CH2:13]1)[CH:6]=[CH:5]2.[F-].C([N+](CCCC)(CCCC)CCCC)CCC. Product: [Cl:1][C:2]1[C:3]([NH:25][C:26](=[O:35])[CH2:27][S:28][C:29]2[CH:30]=[CH:31][CH:32]=[CH:33][CH:34]=2)=[C:4]2[C:9](=[CH:10][CH:11]=1)[N:8]=[C:7]([N:12]1[CH2:16][CH2:15][C@@H:14]([OH:17])[CH2:13]1)[CH:6]=[CH:5]2. The catalyst class is: 7. (4) Reactant: [Cl:1][C:2]1[CH:7]=[CH:6][CH:5]=[CH:4][C:3]=1[C:8]1[S:12][C:11]([C:13]([O:15][CH3:16])=[O:14])=[CH:10][C:9]=1[C:17]1[CH:22]=[CH:21][C:20]([O:23]C)=[CH:19][CH:18]=1.B(Br)(Br)Br.CO. Product: [Cl:1][C:2]1[CH:7]=[CH:6][CH:5]=[CH:4][C:3]=1[C:8]1[S:12][C:11]([C:13]([O:15][CH3:16])=[O:14])=[CH:10][C:9]=1[C:17]1[CH:18]=[CH:19][C:20]([OH:23])=[CH:21][CH:22]=1. The catalyst class is: 2. (5) The catalyst class is: 18. Reactant: [Cl:1][C:2]1[C:10]([F:11])=[C:9]2[C:5]([C:6]([S:26][C:27]3[CH:32]=[CH:31][CH:30]=[C:29]([C:33]([O:35][CH2:36][CH3:37])=[O:34])[C:28]=3[F:38])=[C:7]([CH:23]3[CH2:25][CH2:24]3)[N:8]2[C:12]2[CH:13]=[N:14][N:15]([CH2:17][CH2:18][CH2:19][C:20](O)=[O:21])[CH:16]=2)=[CH:4][CH:3]=1.CC[N:41]=C=NCCCN(C)C.Cl.C1C=CC2N(O)N=NC=2C=1.CN1CCOCC1.[NH4+].[Cl-]. Product: [NH2:41][C:20](=[O:21])[CH2:19][CH2:18][CH2:17][N:15]1[CH:16]=[C:12]([N:8]2[C:9]3[C:5](=[CH:4][CH:3]=[C:2]([Cl:1])[C:10]=3[F:11])[C:6]([S:26][C:27]3[C:28]([F:38])=[C:29]([CH:30]=[CH:31][CH:32]=3)[C:33]([O:35][CH2:36][CH3:37])=[O:34])=[C:7]2[CH:23]2[CH2:24][CH2:25]2)[CH:13]=[N:14]1. (6) Reactant: O.[NH2:2][NH2:3].[Cl:4][C:5]1[C:10]([CH:11]=O)=[C:9](Cl)[N:8]=[CH:7][N:6]=1.[N+](C)([O-])=O.C(=O)=O.C(N(CC)CC)C. Product: [Cl:4][C:5]1[N:6]=[CH:7][N:8]=[C:9]2[NH:2][N:3]=[CH:11][C:10]=12. The catalyst class is: 5.